This data is from Peptide-MHC class I binding affinity with 185,985 pairs from IEDB/IMGT. The task is: Regression. Given a peptide amino acid sequence and an MHC pseudo amino acid sequence, predict their binding affinity value. This is MHC class I binding data. (1) The peptide sequence is GVLPLLLLYS. The MHC is HLA-A02:02 with pseudo-sequence HLA-A02:02. The binding affinity (normalized) is 0.337. (2) The peptide sequence is IITSTKTIEY. The MHC is HLA-A11:01 with pseudo-sequence HLA-A11:01. The binding affinity (normalized) is 0.370. (3) The peptide sequence is LEPHKWEKY. The MHC is Mamu-A11 with pseudo-sequence Mamu-A11. The binding affinity (normalized) is 0.0291. (4) The peptide sequence is YQVLVMVPK. The MHC is HLA-A31:01 with pseudo-sequence HLA-A31:01. The binding affinity (normalized) is 0.299. (5) The peptide sequence is KRGVFVLGF. The MHC is Mamu-B52 with pseudo-sequence Mamu-B52. The binding affinity (normalized) is 0.734. (6) The peptide sequence is YVQMALMKL. The MHC is HLA-A24:02 with pseudo-sequence HLA-A24:02. The binding affinity (normalized) is 0.0537. (7) The peptide sequence is IVRQGIRQL. The MHC is HLA-A03:01 with pseudo-sequence HLA-A03:01. The binding affinity (normalized) is 0.0847.